From a dataset of Catalyst prediction with 721,799 reactions and 888 catalyst types from USPTO. Predict which catalyst facilitates the given reaction. (1) Reactant: [C:1]([O:5][C:6](=[O:26])[C:7]1[CH:12]=[CH:11][C:10]([O:13][CH2:14][CH2:15][CH2:16][CH2:17][CH2:18][CH2:19][CH2:20][CH2:21][CH2:22][C:23]([OH:25])=[O:24])=[CH:9][CH:8]=1)([CH3:4])([CH3:3])[CH3:2].CCN(C(C)C)C(C)C.CN(C(O[N:44]1[C:49](=[O:50])[CH2:48][CH2:47][C:45]1=[O:46])=[N+](C)C)C.F[P-](F)(F)(F)(F)F. Product: [C:1]([O:5][C:6](=[O:26])[C:7]1[CH:12]=[CH:11][C:10]([O:13][CH2:14][CH2:15][CH2:16][CH2:17][CH2:18][CH2:19][CH2:20][CH2:21][CH2:22][C:23]([O:25][N:44]2[C:49](=[O:50])[CH2:48][CH2:47][C:45]2=[O:46])=[O:24])=[CH:9][CH:8]=1)([CH3:4])([CH3:2])[CH3:3]. The catalyst class is: 1. (2) Reactant: Cl[C:2](Cl)([O:4]C(=O)OC(Cl)(Cl)Cl)Cl.[NH2:13][C:14]1[CH:19]=[C:18]([O:20][C:21]2[CH:30]=[C:29]3[C:24]([CH2:25][CH2:26][CH:27]([C:31]([NH:33][C:34]4[CH:39]=[CH:38][CH:37]=[C:36]([C:40]([CH3:43])([CH3:42])[CH3:41])[CH:35]=4)=[O:32])[CH2:28]3)=[CH:23][CH:22]=2)[CH:17]=[CH:16][N:15]=1. Product: [C:40]([C:36]1[CH:35]=[C:34]([NH:33][C:31]([CH:27]2[CH2:26][CH2:25][C:24]3[C:29](=[CH:30][C:21]([O:20][C:18]4[CH:17]=[CH:16][N:15]=[C:14]([N:13]=[C:2]=[O:4])[CH:19]=4)=[CH:22][CH:23]=3)[CH2:28]2)=[O:32])[CH:39]=[CH:38][CH:37]=1)([CH3:43])([CH3:42])[CH3:41]. The catalyst class is: 1. (3) Product: [F:1][C:2]1[CH:11]=[C:10]2[C:5]([CH:6]=[C:7]([C@@H:15]([NH2:17])[CH3:16])[C:8]([CH2:12][CH2:13][CH3:14])=[N:9]2)=[CH:4][CH:3]=1. The catalyst class is: 8. Reactant: [F:1][C:2]1[CH:11]=[C:10]2[C:5]([CH:6]=[C:7]([C@@H:15]([N:17]3C(=O)C4C(=CC=CC=4)C3=O)[CH3:16])[C:8]([CH2:12][CH2:13][CH3:14])=[N:9]2)=[CH:4][CH:3]=1.O.NN. (4) Reactant: [CH3:1][N:2]1[C:14]2[CH2:13][CH2:12][CH:11]([CH:15]3[CH2:20][CH2:19][O:18][CH2:17][CH2:16]3)[CH2:10][C:9]=2[C:8]2[C:3]1=[CH:4][CH:5]=[C:6]([C:21]([N:23]1[CH2:28][CH2:27][CH2:26][C@H:25]([C:29](OCC)=[O:30])[CH2:24]1)=[O:22])[CH:7]=2.[OH-].[Li+].C(N(CC)C(C)C)(C)C.CN(C(ON1N=NC2C=CC=NC1=2)=[N+](C)C)C.F[P-](F)(F)(F)(F)F.[CH:69]1([NH2:72])[CH2:71][CH2:70]1. Product: [CH:69]1([NH:72][C:29]([C@H:25]2[CH2:26][CH2:27][CH2:28][N:23]([C:21]([C:6]3[CH:7]=[C:8]4[C:3](=[CH:4][CH:5]=3)[N:2]([CH3:1])[C:14]3[CH2:13][CH2:12][CH:11]([CH:15]5[CH2:16][CH2:17][O:18][CH2:19][CH2:20]5)[CH2:10][C:9]4=3)=[O:22])[CH2:24]2)=[O:30])[CH2:71][CH2:70]1. The catalyst class is: 12. (5) Reactant: [CH3:1][C:2]1[N:6]2[C:7]3[CH:13]=[C:12]([CH3:14])[NH:11][C:8]=3[CH:9]=[CH:10][C:5]2=[N:4][N:3]=1.[H-].[Na+].Br[CH2:18][C:19]1[CH:24]=[CH:23][CH:22]=[CH:21][C:20]=1[CH3:25]. Product: [CH3:1][C:2]1[N:6]2[C:7]3[CH:13]=[C:12]([CH3:14])[N:11]([CH2:18][C:19]4[CH:24]=[CH:23][CH:22]=[CH:21][C:20]=4[CH3:25])[C:8]=3[CH:9]=[CH:10][C:5]2=[N:4][N:3]=1. The catalyst class is: 3. (6) Reactant: [CH3:1][C:2]1[CH:3]=[C:4]([OH:9])[CH:5]=[C:6]([CH3:8])[CH:7]=1.[CH3:10][C:11]([CH3:17])=[CH:12][C:13](OC)=[O:14].CS(O)(=O)=O. Product: [CH3:10][C:11]1([CH3:17])[C:5]2[C:4](=[CH:3][C:2]([CH3:1])=[CH:7][C:6]=2[CH3:8])[O:9][C:13](=[O:14])[CH2:12]1. The catalyst class is: 6. (7) Reactant: [O:1]1[CH2:18][C@H:2]1[CH2:3][O:4][C:5]1[CH:17]=[CH:16][CH:15]=[CH:14][C:6]=1[CH:7]=[C:8]1[CH2:13][CH2:12][O:11][C:9]1=[O:10].[CH3:19][O:20][C:21]1[CH:22]=[C:23]2[C:28](=[CH:29][CH:30]=1)[CH:27]=[C:26]([CH:31]1[CH2:36][CH2:35][NH:34][CH2:33][CH2:32]1)[CH:25]=[CH:24]2. Product: [OH:1][C@@H:2]([CH2:18][N:34]1[CH2:33][CH2:32][CH:31]([C:26]2[CH:25]=[CH:24][C:23]3[C:28](=[CH:29][CH:30]=[C:21]([O:20][CH3:19])[CH:22]=3)[CH:27]=2)[CH2:36][CH2:35]1)[CH2:3][O:4][C:5]1[CH:17]=[CH:16][CH:15]=[CH:14][C:6]=1[CH:7]=[C:8]1[CH2:13][CH2:12][O:11][C:9]1=[O:10]. The catalyst class is: 5.